Dataset: Peptide-MHC class I binding affinity with 185,985 pairs from IEDB/IMGT. Task: Regression. Given a peptide amino acid sequence and an MHC pseudo amino acid sequence, predict their binding affinity value. This is MHC class I binding data. (1) The peptide sequence is SILNNPVDT. The MHC is HLA-A02:02 with pseudo-sequence HLA-A02:02. The binding affinity (normalized) is 0.00546. (2) The peptide sequence is SPRTLNAWV. The MHC is HLA-A11:01 with pseudo-sequence HLA-A11:01. The binding affinity (normalized) is 0. (3) The peptide sequence is DPPEPLVRI. The MHC is HLA-B51:01 with pseudo-sequence HLA-B51:01. The binding affinity (normalized) is 0.304. (4) The peptide sequence is SEFSSLPSYA. The MHC is Patr-B2401 with pseudo-sequence Patr-B2401. The binding affinity (normalized) is 0.442.